Task: Binary Classification. Given a miRNA mature sequence and a target amino acid sequence, predict their likelihood of interaction.. Dataset: Experimentally validated miRNA-target interactions with 360,000+ pairs, plus equal number of negative samples (1) The miRNA is rno-miR-187-3p with sequence UCGUGUCUUGUGUUGCAGCCGG. The protein sequence of the target gene is MEAARPSGSWNGALCRLLLLTLAILIFASDACKNVTLHVPSKLDAEKLVGRVNLKECFTAANLIHSSDPDFQILEDGSVYTTNTILLSSEKRSFTILLSNTENQEKKKIFVFLEHQTKVLKKRHTKEKVLRRAKRRWAPIPCSMLENSLGPFPLFLQQVQSDTAQNYTIYYSIRGPGVDQEPRNLFYVERDTGNLYCTRPVDREQYESFEIIAFATTPDGYTPELPLPLIIKIEDENDNYPIFTEETYTFTIFENCRVGTTVGQVCATDKDEPDTMHTRLKYSIIGQVPPSPTLFSMHPT.... Result: 0 (no interaction). (2) The miRNA is hsa-miR-92a-2-5p with sequence GGGUGGGGAUUUGUUGCAUUAC. The protein sequence of the target gene is MGSSKKHRGEKEAAGTTAAAGTGGTTEQPPRHREHKKHKHRSSGGGSSGGERRKRSRERGSERGSGRRGAEAEARSGAHGRERSQAEPSERRVKREKRDDGYEAAASSKASSGDASSLSIEETNKLRAKLGLKPLEVNAVKKEAGTKEEPVAADVINPMALRQREELREKLAAAKEKRLLNQKLGKIKTLGEDDPWLDDTAAWIERSRQLQKEKDLAEKRAKLLEEMDQEFGVSTLVEEEFEQRRQDLYSARDLQGLTVEHAIDSFREGETVVLTLKDKGVLQDGEDVLVNVNMVDKERA.... Result: 0 (no interaction). (3) The miRNA is mmu-miR-466f-3p with sequence CAUACACACACACAUACACAC. The protein sequence of the target gene is MSELEQLRQEAEQLRNQIQDARKACNDATLVQITSNMDSVGRIQMRTRRTLRGHLAKIYAMHWGYDSRLLVSASQDGKLIIWDSYTTNKMHAIPLRSSWVMTCAYAPSGNYVACGGLDNICSIYNLKTREGNVRVSRELPGHTGYLSCCRFLDDGQIITSSGDTTCALWDIETGQQTTTFTGHSGDVMSLSLSPDLKTFVSGACDASSKLWDIRDGMCRQSFTGHISDINAVSFFPSGYAFATGSDDATCRLFDLRADQELLLYSHDNIICGITSVAFSKSGRLLLAGYDDFNCSVWDAL.... Result: 1 (interaction). (4) The miRNA is hsa-miR-548as-5p with sequence AAAAGUAAUUGCGGGUUUUGCC. The protein sequence of the target gene is MATIPDWKLQLLARRRQEEASVRGREKAERERLSQMPAWKRGLLERRRAKLGLSPGEPSPVLGTVEAGPPDPDESAVLLEAIGPVHQNRFIRQERQQQQQQQQRSEELLAERKPGPLEARERRPSPGEMRDQSPKGRESREERLSPRETRERRLGIGGAQELSLRPLEARDWRQSPGEVGDRSSRLSEAWKWRLSPGETPERSLRLAESREQSPRRKEVESRLSPGESAYQKLGLTEAHKWRPDSRESQEQSLVQLEATEWRLRSGEERQDYSEECGRKEEWPVPGVAPKETAELSETLT.... Result: 1 (interaction).